The task is: Predict the reaction yield, written as a fraction of the theoretical maximum amount of product (1.0 means a 100% yield; for example, 0.34 means a 34% yield).. This data is from Reaction yield outcomes from USPTO patents with 853,638 reactions. The reactants are [Cl:1][C:2]1[CH:3]=[C:4]([CH:7]=[CH:8][CH:9]=1)[CH2:5]Br.[Cl:10][C:11]1[C:16]([C:17]([NH:19][C:20]2[CH:25]=[CH:24][C:23]([CH2:26][C:27]([O:29][CH2:30][CH3:31])=[O:28])=[CH:22][CH:21]=2)=[O:18])=[C:15]([F:32])[C:14]([OH:33])=[CH:13][CH:12]=1.C(=O)([O-])[O-].[K+].[K+]. The catalyst is CN(C)C=O. The product is [Cl:10][C:11]1[C:16]([C:17]([NH:19][C:20]2[CH:21]=[CH:22][C:23]([CH2:26][C:27]([O:29][CH2:30][CH3:31])=[O:28])=[CH:24][CH:25]=2)=[O:18])=[C:15]([F:32])[C:14]([O:33][CH2:5][C:4]2[CH:7]=[CH:8][CH:9]=[C:2]([Cl:1])[CH:3]=2)=[CH:13][CH:12]=1. The yield is 0.840.